This data is from Reaction yield outcomes from USPTO patents with 853,638 reactions. The task is: Predict the reaction yield, written as a fraction of the theoretical maximum amount of product (1.0 means a 100% yield; for example, 0.34 means a 34% yield). (1) The catalyst is S([O-])(O)(=O)=O.C([N+](CCCC)(CCCC)CCCC)CCC.CCOCC. The yield is 0.780. The reactants are [NH:1]([C:14]([O:16][CH2:17][C:18]1[CH:23]=[CH:22][CH:21]=[CH:20][CH:19]=1)=[O:15])[C@H:2]([C:11]([OH:13])=[O:12])[CH2:3][C:4]1[CH:9]=[CH:8]C(O)=CC=1.[OH-].[K+].S(OC)(O[CH3:30])(=O)=O.O.[CH2:34]1[CH2:38][O:37][CH2:36][CH2:35]1. The product is [CH2:17]([O:16][C:14]([N:1]([CH3:30])[C@H:2]([C:11]([OH:13])=[O:12])[CH2:3][C:4]1[CH:35]=[CH:34][C:38]([O:37][CH3:36])=[CH:8][CH:9]=1)=[O:15])[C:18]1[CH:19]=[CH:20][CH:21]=[CH:22][CH:23]=1. (2) The reactants are Cl[C:2]1[N:3]=[C:4]([NH:25][CH:26]2[CH2:31][CH2:30][O:29][CH2:28][CH2:27]2)[C:5]2[C:10]([C:11]3[CH:16]=[CH:15][N:14]=[CH:13][CH:12]=3)=[CH:9][N:8]([CH2:17][O:18][CH2:19][CH2:20][Si:21]([CH3:24])([CH3:23])[CH3:22])[C:6]=2[N:7]=1.[NH2:32][C:33]1[CH:43]=[CH:42][C:36]([C:37]([N:39]([CH3:41])[CH3:40])=[O:38])=[CH:35][C:34]=1[CH3:44].C(=O)([O-])[O-].[Cs+].[Cs+].C1(P(C2C=CC=CC=2)C2C=CC3C(=CC=CC=3)C=2C2C3C(=CC=CC=3)C=CC=2P(C2C=CC=CC=2)C2C=CC=CC=2)C=CC=CC=1. The catalyst is O1CCOCC1.C([O-])(=O)C.[Pd+2].C([O-])(=O)C. The product is [CH3:41][N:39]([CH3:40])[C:37](=[O:38])[C:36]1[CH:42]=[CH:43][C:33]([NH:32][C:2]2[N:3]=[C:4]([NH:25][CH:26]3[CH2:27][CH2:28][O:29][CH2:30][CH2:31]3)[C:5]3[C:10]([C:11]4[CH:12]=[CH:13][N:14]=[CH:15][CH:16]=4)=[CH:9][N:8]([CH2:17][O:18][CH2:19][CH2:20][Si:21]([CH3:23])([CH3:24])[CH3:22])[C:6]=3[N:7]=2)=[C:34]([CH3:44])[CH:35]=1. The yield is 0.350. (3) The reactants are N1C=CC=CC=1.[CH3:7][C:8]1[NH:9][C:10](=O)[C:11]2[N:12]([CH:14]=[CH:15][N:16]=2)[CH:13]=1.[OH-].[Na+].O=P(Cl)(Cl)[Cl:22]. No catalyst specified. The product is [Cl:22][C:10]1[C:11]2[N:12]([CH:14]=[CH:15][N:16]=2)[CH:13]=[C:8]([CH3:7])[N:9]=1. The yield is 0.350. (4) The reactants are [I:1](O)(=O)(=O)=O.[I-:6].[K+].[F:8][C:9]([F:21])([F:20])[C:10]1[CH:15]=[CH:14][C:13]([C:16]([F:19])([F:18])[F:17])=[CH:12][CH:11]=1. The catalyst is OS(O)(=O)=O. The product is [F:8][C:9]([F:20])([F:21])[C:10]1[CH:11]=[C:12]([I:6])[C:13]([C:16]([F:17])([F:18])[F:19])=[CH:14][C:15]=1[I:1]. The yield is 0.650. (5) The reactants are [NH2:1][C:2]1[N:7]=[C:6]([N:8]([CH3:15])[C:9]2[CH:14]=[CH:13][CH:12]=[CH:11][CH:10]=2)[N:5]=[C:4]([C:16]2[N:20]=[C:19]([C:21]3[N:26]=[CH:25][C:24]([C:27](=O)[CH3:28])=[CH:23][CH:22]=3)[O:18][N:17]=2)[N:3]=1.[NH:30]1[CH2:34][CH2:33][CH2:32][CH2:31]1.[BH4-].[Na+]. The catalyst is C1COCC1.CC(C)[O-].[Ti+4].CC(C)[O-].CC(C)[O-].CC(C)[O-]. The product is [CH3:15][N:8]([C:9]1[CH:10]=[CH:11][CH:12]=[CH:13][CH:14]=1)[C:6]1[N:7]=[C:2]([NH2:1])[N:3]=[C:4]([C:16]2[N:20]=[C:19]([C:21]3[CH:22]=[CH:23][C:24]([CH:27]([N:30]4[CH2:34][CH2:33][CH2:32][CH2:31]4)[CH3:28])=[CH:25][N:26]=3)[O:18][N:17]=2)[N:5]=1. The yield is 0.120. (6) The reactants are C[O:2][C:3]([C:5]1[CH:6]=[CH:7][C:8]2[CH:12]=[C:11]([C:13]3[C:18]([CH3:19])=[CH:17][N:16]=[C:15]([NH:20][CH2:21][CH2:22][CH2:23][N:24]4[CH2:29][CH2:28][N:27]([CH3:30])[CH2:26][CH2:25]4)[N:14]=3)[S:10][C:9]=2[CH:31]=1)=[O:4].C1COCC1.[OH-].[Li+].[ClH:39]. The catalyst is CO.O. The product is [ClH:39].[ClH:39].[ClH:39].[CH3:19][C:18]1[C:13]([C:11]2[S:10][C:9]3[CH:31]=[C:5]([C:3]([OH:4])=[O:2])[CH:6]=[CH:7][C:8]=3[CH:12]=2)=[N:14][C:15]([NH:20][CH2:21][CH2:22][CH2:23][N:24]2[CH2:25][CH2:26][N:27]([CH3:30])[CH2:28][CH2:29]2)=[N:16][CH:17]=1. The yield is 0.970.